From a dataset of Full USPTO retrosynthesis dataset with 1.9M reactions from patents (1976-2016). Predict the reactants needed to synthesize the given product. (1) Given the product [F:1][C:2]1[CH:7]=[CH:6][C:5]([NH:8][C:9]2[S:13][C:12]3=[N:14][CH:15]=[C:16]([C:22]4[CH:23]=[CH:24][C:19]([OH:18])=[CH:20][CH:21]=4)[N:11]3[N:10]=2)=[CH:4][CH:3]=1, predict the reactants needed to synthesize it. The reactants are: [F:1][C:2]1[CH:7]=[CH:6][C:5]([NH:8][C:9]2[S:13][C:12]3=[N:14][CH:15]=[C:16](I)[N:11]3[N:10]=2)=[CH:4][CH:3]=1.[OH:18][C:19]1[CH:24]=[CH:23][C:22](B(O)O)=[CH:21][CH:20]=1.C(=O)([O-])[O-].[Cs+].[Cs+].O. (2) Given the product [NH2:15][CH2:14][C:16]1[N:17]=[CH:18][C:19]([NH:1][C:2]2[CH:7]=[CH:6][C:5]([O:8][CH3:9])=[CH:4][C:3]=2[C:10]([F:11])([F:12])[F:13])=[CH:20][CH:21]=1, predict the reactants needed to synthesize it. The reactants are: [NH2:1][C:2]1[CH:7]=[CH:6][C:5]([O:8][CH3:9])=[CH:4][C:3]=1[C:10]([F:13])([F:12])[F:11].[C:14]([C:16]1[CH:21]=[CH:20][C:19](F)=[CH:18][N:17]=1)#[N:15]. (3) Given the product [Cl:17][C:18]1[C:26]([Cl:27])=[C:25]([F:28])[CH:24]=[CH:23][C:19]=1[C:20]([N:7]1[CH:2]([CH3:1])[CH2:3][C:4]2[N:10]([C:11]3[CH:16]=[CH:15][CH:14]=[CH:13][N:12]=3)[N:9]=[N:8][C:5]=2[CH2:6]1)=[O:21], predict the reactants needed to synthesize it. The reactants are: [CH3:1][CH:2]1[NH:7][CH2:6][C:5]2[N:8]=[N:9][N:10]([C:11]3[CH:16]=[CH:15][CH:14]=[CH:13][N:12]=3)[C:4]=2[CH2:3]1.[Cl:17][C:18]1[C:26]([Cl:27])=[C:25]([F:28])[CH:24]=[CH:23][C:19]=1[C:20](O)=[O:21]. (4) The reactants are: [OH:1][CH2:2][C@H:3]([NH:14][S:15]([C:18]1[C:26]2[O:25][CH2:24][CH2:23][C:22]=2[CH:21]=[C:20](Br)[CH:19]=1)(=[O:17])=[O:16])[CH2:4][C:5]1[C:13]2[C:8](=[CH:9][CH:10]=[CH:11][CH:12]=2)[NH:7][CH:6]=1.[Cl:28][C:29]1[CH:30]=[C:31](B(O)O)[CH:32]=[CH:33][C:34]=1[C:35](=[O:38])[NH:36][CH3:37].C(=O)([O-])[O-].[Na+].[Na+]. Given the product [Cl:28][C:29]1[CH:30]=[C:31]([C:20]2[CH:19]=[C:18]([S:15](=[O:17])(=[O:16])[NH:14][C@H:3]([CH2:4][C:5]3[C:13]4[C:8](=[CH:9][CH:10]=[CH:11][CH:12]=4)[NH:7][CH:6]=3)[CH2:2][OH:1])[C:26]3[O:25][CH2:24][CH2:23][C:22]=3[CH:21]=2)[CH:32]=[CH:33][C:34]=1[C:35]([NH:36][CH3:37])=[O:38], predict the reactants needed to synthesize it. (5) Given the product [CH:11]1([S:14]([CH2:17][C:18]2[CH:23]=[C:22]([N:24]3[CH2:29][CH2:28][O:27][CH2:26][C@@H:25]3[CH3:30])[N:21]=[C:20]([C:31]3[CH:32]=[CH:33][C:34]([NH:35][C:2](=[O:3])[O:4][C:5]4[CH:10]=[CH:9][CH:8]=[CH:7][CH:6]=4)=[CH:36][CH:37]=3)[N:19]=2)(=[O:15])=[O:16])[CH2:13][CH2:12]1, predict the reactants needed to synthesize it. The reactants are: Cl[C:2]([O:4][C:5]1[CH:10]=[CH:9][CH:8]=[CH:7][CH:6]=1)=[O:3].[CH:11]1([S:14]([CH2:17][C:18]2[CH:23]=[C:22]([N:24]3[CH2:29][CH2:28][O:27][CH2:26][C@@H:25]3[CH3:30])[N:21]=[C:20]([C:31]3[CH:37]=[CH:36][C:34]([NH2:35])=[CH:33][CH:32]=3)[N:19]=2)(=[O:16])=[O:15])[CH2:13][CH2:12]1.C(=O)(O)[O-].[Na+]. (6) Given the product [CH2:6]([O:8][C:9](=[O:10])[CH2:11][S:12](=[O:14])(=[O:13])[NH:5][C:1]([CH3:4])([CH3:3])[CH3:2])[CH3:7], predict the reactants needed to synthesize it. The reactants are: [C:1]([NH2:5])([CH3:4])([CH3:3])[CH3:2].[CH2:6]([O:8][C:9]([CH2:11][S:12](Cl)(=[O:14])=[O:13])=[O:10])[CH3:7]. (7) Given the product [Cl:1][C:2]1[CH:3]=[C:4]([C@H:8]2[O:12][C:11](=[O:13])[N:10]([C@H:14]([CH3:30])[CH2:15][C:16]3[C:24]4[C:19](=[C:20]([C:25]([OH:27])=[O:26])[CH:21]=[CH:22][CH:23]=4)[NH:18][CH:17]=3)[CH2:9]2)[CH:5]=[CH:6][CH:7]=1, predict the reactants needed to synthesize it. The reactants are: [Cl:1][C:2]1[CH:3]=[C:4]([C@H:8]2[O:12][C:11](=[O:13])[N:10]([C@H:14]([CH3:30])[CH2:15][C:16]3[C:24]4[C:19](=[C:20]([C:25]([O:27]CC)=[O:26])[CH:21]=[CH:22][CH:23]=4)[NH:18][CH:17]=3)[CH2:9]2)[CH:5]=[CH:6][CH:7]=1.[OH-].[K+].Cl. (8) Given the product [C:1]([C@@H:3]1[CH2:7][CH2:6][CH2:5][N:4]1[C:8]([C@@H:10]1[C@H:15]2[CH2:16][C@H:12]([C@H:13]([O:17][CH2:18][CH2:19][OH:20])[CH2:14]2)[N:11]1[C:21]([O:23][C:24]([CH3:27])([CH3:26])[CH3:25])=[O:22])=[O:9])#[N:2], predict the reactants needed to synthesize it. The reactants are: [C:1]([C@@H:3]1[CH2:7][CH2:6][CH2:5][N:4]1[C:8]([C@@H:10]1[C@H:15]2[CH2:16][C@H:12]([C@H:13]([O:17][CH2:18][CH:19]=[O:20])[CH2:14]2)[N:11]1[C:21]([O:23][C:24]([CH3:27])([CH3:26])[CH3:25])=[O:22])=[O:9])#[N:2].[BH4-].[Na+].C(O)(=O)CC(CC(O)=O)(C(O)=O)O. (9) Given the product [Br:21][C:18]1[C:19]2[CH:20]=[C:12]3[CH2:10][NH:24][CH2:23][CH2:22][N:13]3[C:14]=2[CH:15]=[CH:16][CH:17]=1, predict the reactants needed to synthesize it. The reactants are: [H-].[Al+3].[Li+].[H-].[H-].[H-].C(O[C:10]([C:12]1[N:13]([CH2:22][C:23]#[N:24])[C:14]2[C:19]([CH:20]=1)=[C:18]([Br:21])[CH:17]=[CH:16][CH:15]=2)=O)C.C(C(C(C([O-])=O)O)O)([O-])=O.[Na+].[K+]. (10) Given the product [Cl:12][C:11]1[C:10]([Cl:13])=[CH:9][S:8][C:7]=1[C:5](=[O:6])[C:4]([OH:14])=[O:3], predict the reactants needed to synthesize it. The reactants are: C([O:3][C:4](=[O:14])[C:5]([C:7]1[S:8][CH:9]=[C:10]([Cl:13])[C:11]=1[Cl:12])=[O:6])C.Cl.